This data is from Full USPTO retrosynthesis dataset with 1.9M reactions from patents (1976-2016). The task is: Predict the reactants needed to synthesize the given product. Given the product [F:1][C:2]1[CH:39]=[CH:38][C:5]2[N:6]=[C:7]([NH:9][C:10]3[CH:11]=[CH:12][C:13]([C:16]4[CH:21]=[CH:20][C:19]([C:22]([NH:24][C@H:25]([C:29]([OH:31])=[O:30])[CH:26]([CH3:28])[CH3:27])=[O:23])=[C:18]([O:36][CH3:37])[CH:17]=4)=[CH:14][CH:15]=3)[S:8][C:4]=2[CH:3]=1, predict the reactants needed to synthesize it. The reactants are: [F:1][C:2]1[CH:39]=[CH:38][C:5]2[N:6]=[C:7]([NH:9][C:10]3[CH:15]=[CH:14][C:13]([C:16]4[CH:21]=[CH:20][C:19]([C:22]([NH:24][C@H:25]([C:29]([O:31]CCCC)=[O:30])[CH:26]([CH3:28])[CH3:27])=[O:23])=[C:18]([O:36][CH3:37])[CH:17]=4)=[CH:12][CH:11]=3)[S:8][C:4]=2[CH:3]=1.CO.O.[Li+].[OH-].